From a dataset of Full USPTO retrosynthesis dataset with 1.9M reactions from patents (1976-2016). Predict the reactants needed to synthesize the given product. (1) Given the product [C:1]([NH:5][C:6](=[O:35])[C:7]1[CH:12]=[CH:11][CH:10]=[C:9]([O:13][C:14]2[CH:19]=[CH:18][C:17]([NH:20][C:21]3[C:31]4[CH:30]=[C:29]([CH2:32][N:42]5[CH2:43][CH2:44][CH:40]([S:37]([CH3:36])(=[O:39])=[O:38])[CH2:41]5)[CH2:28][CH2:27][NH:26][C:25]=4[N:24]=[CH:23][N:22]=3)=[CH:16][C:15]=2[Cl:34])[CH:8]=1)([CH3:4])([CH3:3])[CH3:2], predict the reactants needed to synthesize it. The reactants are: [C:1]([NH:5][C:6](=[O:35])[C:7]1[CH:12]=[CH:11][CH:10]=[C:9]([O:13][C:14]2[CH:19]=[CH:18][C:17]([NH:20][C:21]3[C:31]4[CH:30]=[C:29]([CH:32]=O)[CH2:28][CH2:27][NH:26][C:25]=4[N:24]=[CH:23][N:22]=3)=[CH:16][C:15]=2[Cl:34])[CH:8]=1)([CH3:4])([CH3:3])[CH3:2].[CH3:36][S:37]([CH:40]1[CH2:44][CH2:43][NH:42][CH2:41]1)(=[O:39])=[O:38].C(O[BH-](OC(=O)C)OC(=O)C)(=O)C.[Na+].O1CCCC1. (2) Given the product [CH3:1][C@@H:2]1[CH2:6][C:5]2[CH:7]=[C:8]([CH3:14])[CH:9]=[C:10]([NH2:11])[C:4]=2[O:3]1, predict the reactants needed to synthesize it. The reactants are: [CH3:1][C@@H:2]1[CH2:6][C:5]2[CH:7]=[C:8]([CH3:14])[CH:9]=[C:10]([N+:11]([O-])=O)[C:4]=2[O:3]1. (3) Given the product [CH3:12][O:11][C:3]1[CH:4]=[C:5]([N+:8]([O-:10])=[O:9])[CH:6]=[CH:7][C:2]=1[C:15]#[C:14][CH2:13][N:16]1[CH2:20][CH2:19][CH2:18][CH2:17]1, predict the reactants needed to synthesize it. The reactants are: I[C:2]1[CH:7]=[CH:6][C:5]([N+:8]([O-:10])=[O:9])=[CH:4][C:3]=1[O:11][CH3:12].[CH2:13]([N:16]1[CH2:20][CH2:19][CH2:18][CH2:17]1)[C:14]#[CH:15].CCN(CC)CC. (4) Given the product [Cl:1][C:2]1[N:7]=[N:6][C:5]([C:8]([OH:10])=[O:9])=[CH:4][CH:3]=1, predict the reactants needed to synthesize it. The reactants are: [Cl:1][C:2]1[N:7]=[N:6][C:5]([C:8]([O:10]CC)=[O:9])=[CH:4][CH:3]=1.[Li+].[OH-].Cl. (5) Given the product [CH3:6][C:5]1[N:15]2[N:14]=[C:13]3[CH2:16][N:17]([C:19]([O:21][C:22]([CH3:25])([CH3:24])[CH3:23])=[O:20])[CH2:18][C:12]3=[C:11]2[N:10]=[CH:3][CH:4]=1.[CH3:6][C:5]1[CH:4]=[CH:3][N:15]2[N:14]=[C:13]3[CH2:16][N:17]([C:19]([O:21][C:22]([CH3:25])([CH3:24])[CH3:23])=[O:20])[CH2:18][C:12]3=[C:11]2[N:10]=1, predict the reactants needed to synthesize it. The reactants are: CO[CH:3](OC)[CH2:4][C:5](=O)[CH3:6].[NH2:10][C:11]1[NH:15][N:14]=[C:13]2[CH2:16][N:17]([C:19]([O:21][C:22]([CH3:25])([CH3:24])[CH3:23])=[O:20])[CH2:18][C:12]=12. (6) Given the product [NH2:40][C:38]([C:37]1[CH:41]=[CH:42][C:34]([NH:33][CH:2]2[CH2:7][CH2:6][N:5]([C:8]([O:10][C:11]([CH3:14])([CH3:13])[CH3:12])=[O:9])[CH2:4][CH2:3]2)=[CH:35][CH:36]=1)=[O:39], predict the reactants needed to synthesize it. The reactants are: O=[C:2]1[CH2:7][CH2:6][N:5]([C:8]([O:10][C:11]([CH3:14])([CH3:13])[CH3:12])=[O:9])[CH2:4][CH2:3]1.C(O[BH-](OC(=O)C)OC(=O)C)(=O)C.[Na+].C(O)(=O)C.[NH2:33][C:34]1[CH:42]=[CH:41][C:37]([C:38]([NH2:40])=[O:39])=[CH:36][CH:35]=1.[OH-].[Na+]. (7) Given the product [C:46]([OH:53])(=[O:52])[CH2:47][CH2:48][C:49]([OH:51])=[O:50].[CH3:36][NH:35][CH2:34][C:33]([O:32][C@H:30]([CH3:31])[CH2:29][N:26]1[C:27]([CH3:28])=[C:23]([C:21](=[O:22])[NH:20][C:17]2[CH:18]=[CH:19][C:14]([O:13][C:7]3[C:6]4[C:11](=[CH:12][C:3]([O:2][CH3:1])=[CH:4][CH:5]=4)[N:10]=[CH:9][CH:8]=3)=[C:15]([F:45])[CH:16]=2)[C:24](=[O:44])[N:25]1[C:38]1[CH:39]=[CH:40][CH:41]=[CH:42][CH:43]=1)=[O:37], predict the reactants needed to synthesize it. The reactants are: [CH3:1][O:2][C:3]1[CH:12]=[C:11]2[C:6]([C:7]([O:13][C:14]3[CH:19]=[CH:18][C:17]([NH:20][C:21]([C:23]4[C:24](=[O:44])[N:25]([C:38]5[CH:43]=[CH:42][CH:41]=[CH:40][CH:39]=5)[N:26]([CH2:29][C@H:30]([O:32][C:33](=[O:37])[CH2:34][NH:35][CH3:36])[CH3:31])[C:27]=4[CH3:28])=[O:22])=[CH:16][C:15]=3[F:45])=[CH:8][CH:9]=[N:10]2)=[CH:5][CH:4]=1.[C:46]([OH:53])(=[O:52])[CH2:47][CH2:48][C:49]([OH:51])=[O:50].